This data is from Reaction yield outcomes from USPTO patents with 853,638 reactions. The task is: Predict the reaction yield, written as a fraction of the theoretical maximum amount of product (1.0 means a 100% yield; for example, 0.34 means a 34% yield). (1) The reactants are C(=O)([O-])[O-].[Cs+].[Cs+].CN(C)C=O.Br[CH2:13][C:14]1[CH:19]=[CH:18][C:17]([CH2:20][Br:21])=[CH:16][CH:15]=1.[F:22][C:23]1[CH:28]=[CH:27][C:26]([N:29]2[C@H:32]([C:33]3[CH:38]=[CH:37][C:36]([OH:39])=[CH:35][CH:34]=3)[C@@H:31]([CH2:40][CH2:41][C@@H:42]([C:44]3[CH:49]=[CH:48][C:47]([F:50])=[CH:46][CH:45]=3)[OH:43])[C:30]2=[O:51])=[CH:25][CH:24]=1. The catalyst is C(OCC)(=O)C. The product is [Br:21][CH2:20][C:17]1[CH:18]=[CH:19][C:14]([CH2:13][O:39][C:36]2[CH:37]=[CH:38][C:33]([C@H:32]3[N:29]([C:26]4[CH:25]=[CH:24][C:23]([F:22])=[CH:28][CH:27]=4)[C:30](=[O:51])[C@@H:31]3[CH2:40][CH2:41][C@@H:42]([C:44]3[CH:45]=[CH:46][C:47]([F:50])=[CH:48][CH:49]=3)[OH:43])=[CH:34][CH:35]=2)=[CH:15][CH:16]=1. The yield is 0.720. (2) The reactants are [CH2:1]([C:3]1([CH3:23])[CH:8]([CH3:9])[C:7](=O)[CH2:6][C:5]([CH2:12][CH3:13])([CH3:11])[N:4]1[O:14][CH:15]([C:17]1[CH:22]=[CH:21][CH:20]=[CH:19][CH:18]=1)[CH3:16])[CH3:2].Cl.[NH2:25][NH:26][C:27]([NH2:29])=[O:28]. The catalyst is CO.[OH-].[K+].O. The product is [CH2:1]([C:3]1([CH3:23])[CH:8]([CH3:9])[C:7](=[N:25][NH:26][C:27]([NH2:29])=[O:28])[CH2:6][C:5]([CH2:12][CH3:13])([CH3:11])[N:4]1[O:14][CH:15]([C:17]1[CH:18]=[CH:19][CH:20]=[CH:21][CH:22]=1)[CH3:16])[CH3:2]. The yield is 0.988. (3) The reactants are [F:1][C:2]1[CH:10]=[C:9]([F:11])[CH:8]=[CH:7][C:3]=1[C:4]([OH:6])=[O:5].[N+:12]([O-])([OH:14])=[O:13]. The catalyst is S(=O)(=O)(O)O. The product is [F:1][C:2]1[CH:10]=[C:9]([F:11])[C:8]([N+:12]([O-:14])=[O:13])=[CH:7][C:3]=1[C:4]([OH:6])=[O:5]. The yield is 0.980. (4) The product is [C:14]1([C:13]([C:20]2[CH:21]=[CH:22][CH:23]=[CH:24][CH:25]=2)([C:26]2[CH:27]=[CH:28][CH:29]=[CH:30][CH:31]=2)[S:1][C:2]2[CH:3]=[CH:4][C:5]([CH2:8][C:9]([OH:11])=[O:10])=[CH:6][CH:7]=2)[CH:15]=[CH:16][CH:17]=[CH:18][CH:19]=1. The catalyst is ClCCl. The yield is 0.870. The reactants are [SH:1][C:2]1[CH:7]=[CH:6][C:5]([CH2:8][C:9]([OH:11])=[O:10])=[CH:4][CH:3]=1.Cl[C:13]([C:26]1[CH:31]=[CH:30][CH:29]=[CH:28][CH:27]=1)([C:20]1[CH:25]=[CH:24][CH:23]=[CH:22][CH:21]=1)[C:14]1[CH:19]=[CH:18][CH:17]=[CH:16][CH:15]=1. (5) The reactants are [F:1][C:2]1[CH:7]=[CH:6][CH:5]=[CH:4][C:3]=1[C:8](=[O:15])[CH2:9][C:10]([O:12][CH2:13][CH3:14])=[O:11].S(Cl)([Cl:19])(=O)=O. The catalyst is C(OCC)C. The product is [Cl:19][CH:9]([C:8]([C:3]1[CH:4]=[CH:5][CH:6]=[CH:7][C:2]=1[F:1])=[O:15])[C:10]([O:12][CH2:13][CH3:14])=[O:11]. The yield is 0.970. (6) The reactants are [CH3:1][O:2][C:3]([C:5]1[CH:6]=[C:7]([C:12]2[CH:17]=[CH:16][C:15]([CH3:18])=[CH:14][CH:13]=2)[CH:8]=[C:9](N)[CH:10]=1)=[O:4].N(OCCC(C)C)=O.[I:27]CI. The catalyst is N1CCCCC1.CC#N. The product is [CH3:1][O:2][C:3]([C:5]1[CH:6]=[C:7]([C:12]2[CH:17]=[CH:16][C:15]([CH3:18])=[CH:14][CH:13]=2)[CH:8]=[C:9]([I:27])[CH:10]=1)=[O:4]. The yield is 0.660.